Dataset: Catalyst prediction with 721,799 reactions and 888 catalyst types from USPTO. Task: Predict which catalyst facilitates the given reaction. (1) Reactant: Cl[C:2]1[C:7]([C:8]#[N:9])=[C:6]([Cl:10])[N:5]=[C:4]([NH:11][CH2:12][CH2:13][OH:14])[N:3]=1.Cl.[F:16][C:17]1[CH:22]=[CH:21][C:20]([CH:23]2[CH2:28][CH2:27][NH:26][CH2:25][CH2:24]2)=[CH:19][CH:18]=1.C(N(C(C)C)C(C)C)C. Product: [Cl:10][C:6]1[C:7]([C:8]#[N:9])=[C:2]([N:26]2[CH2:27][CH2:28][CH:23]([C:20]3[CH:19]=[CH:18][C:17]([F:16])=[CH:22][CH:21]=3)[CH2:24][CH2:25]2)[N:3]=[C:4]([NH:11][CH2:12][CH2:13][OH:14])[N:5]=1. The catalyst class is: 12. (2) Reactant: [CH3:1][N:2]([CH3:32])[CH2:3][CH2:4][NH:5][C:6]([C:8]1[N:9]=[C:10]([NH:13][C:14]([C:16]2[CH:17]=[C:18]3[C:26](=[CH:27][CH:28]=2)[NH:25][C:24]2[C:23](=[O:29])[NH:22][CH:21]([CH2:30][NH2:31])[CH2:20][C:19]3=2)=[O:15])[S:11][CH:12]=1)=[O:7].CCN(CC)CC.Cl[C:41]([O:43][CH2:44][CH3:45])=[O:42]. Product: [CH2:44]([O:43][C:41](=[O:42])[NH:31][CH2:30][CH:21]1[CH2:20][C:19]2[C:18]3[C:26](=[CH:27][CH:28]=[C:16]([C:14](=[O:15])[NH:13][C:10]4[S:11][CH:12]=[C:8]([C:6](=[O:7])[NH:5][CH2:4][CH2:3][N:2]([CH3:32])[CH3:1])[N:9]=4)[CH:17]=3)[NH:25][C:24]=2[C:23](=[O:29])[NH:22]1)[CH3:45]. The catalyst class is: 31. (3) Reactant: [C:1]([O:5][C:6]([N:8]([CH2:20][C:21]1[CH:26]=[C:25]([C:27](OCC)=[O:28])[CH:24]=[CH:23][N:22]=1)[CH2:9][CH:10]1[CH2:15][CH2:14][CH:13]([CH2:16][N:17]([CH3:19])[CH3:18])[CH2:12][CH2:11]1)=[O:7])([CH3:4])([CH3:3])[CH3:2]. Product: [CH3:18][N:17]([CH2:16][CH:13]1[CH2:12][CH2:11][CH:10]([CH2:9][N:8]([CH2:20][C:21]2[CH:26]=[C:25]([CH2:27][OH:28])[CH:24]=[CH:23][N:22]=2)[C:6](=[O:7])[O:5][C:1]([CH3:4])([CH3:3])[CH3:2])[CH2:15][CH2:14]1)[CH3:19]. The catalyst class is: 14. (4) Reactant: [Br-].[O:2]=[C:3]1[C:7]2[CH:8]=[CH:9][CH:10]=[CH:11][C:6]=2[CH:5]([P+](C2C=CC=CC=2)(C2C=CC=CC=2)C2C=CC=CC=2)[O:4]1.O1CCCC1.CC(C)([O-])C.[K+].[Cl:42][C:43]1[CH:44]=[CH:45][C:46]([N+:51]([O-:53])=[O:52])=[C:47]([CH:50]=1)[CH:48]=O. Product: [Cl:42][C:43]1[CH:44]=[CH:45][C:46]([N+:51]([O-:53])=[O:52])=[C:47]([CH:50]=1)[CH:48]=[C:5]1[C:6]2[CH:11]=[CH:10][CH:9]=[CH:8][C:7]=2[C:3](=[O:2])[O:4]1. The catalyst class is: 6. (5) Reactant: [NH:1]1[CH2:6][CH2:5][NH:4][CH2:3][CH2:2]1.C(N(C(C)C)CC)(C)C.[C:16]([O:20][C:21](O[C:21]([O:20][C:16]([CH3:19])([CH3:18])[CH3:17])=[O:22])=[O:22])([CH3:19])([CH3:18])[CH3:17]. Product: [C:16]([O:20][C:21]([N:1]1[CH2:6][CH2:5][NH:4][CH2:3][CH2:2]1)=[O:22])([CH3:19])([CH3:18])[CH3:17]. The catalyst class is: 10. (6) Reactant: [CH3:1][C:2]1[N:3]=[N:4][N:5]([C:7]2[CH:12]=[CH:11][C:10]([N+:13]([O-])=O)=[CH:9][CH:8]=2)[N:6]=1. Product: [CH3:1][C:2]1[N:3]=[N:4][N:5]([C:7]2[CH:12]=[CH:11][C:10]([NH2:13])=[CH:9][CH:8]=2)[N:6]=1. The catalyst class is: 19.